From a dataset of Full USPTO retrosynthesis dataset with 1.9M reactions from patents (1976-2016). Predict the reactants needed to synthesize the given product. (1) Given the product [C:21]([O:20][C:16](=[O:19])/[CH:17]=[CH:18]/[C:2]1[CH:7]=[N:6][C:5]([NH2:8])=[C:4]([CH2:9][N:10]2[CH2:15][CH2:14][CH2:13][CH2:12][CH2:11]2)[CH:3]=1)([CH3:24])([CH3:23])[CH3:22], predict the reactants needed to synthesize it. The reactants are: Br[C:2]1[CH:3]=[C:4]([CH2:9][N:10]2[CH2:15][CH2:14][CH2:13][CH2:12][CH2:11]2)[C:5]([NH2:8])=[N:6][CH:7]=1.[C:16]([O:20][C:21]([CH3:24])([CH3:23])[CH3:22])(=[O:19])[CH:17]=[CH2:18].C(N(C(C)C)C(C)C)C.CC1C=CC=CC=1P(C1C=CC=CC=1C)C1C=CC=CC=1C. (2) Given the product [C:8]1([S:14]([N:17]2[C:21]3=[N:22][CH:23]=[C:24]([N+:27]([O-:29])=[O:28])[C:25]([NH:1][CH:2]4[CH2:6][CH2:5][CH:4]([OH:7])[CH2:3]4)=[C:20]3[CH:19]=[CH:18]2)(=[O:15])=[O:16])[CH:9]=[CH:10][CH:11]=[CH:12][CH:13]=1, predict the reactants needed to synthesize it. The reactants are: [NH2:1][CH:2]1[CH2:6][CH2:5][CH:4]([OH:7])[CH2:3]1.[C:8]1([S:14]([N:17]2[C:21]3=[N:22][CH:23]=[C:24]([N+:27]([O-:29])=[O:28])[C:25](Cl)=[C:20]3[CH:19]=[CH:18]2)(=[O:16])=[O:15])[CH:13]=[CH:12][CH:11]=[CH:10][CH:9]=1.C(N(C(C)C)CC)(C)C. (3) Given the product [F:16][C:15]1[CH:14]=[C:13]([C:17]([OH:20])([CH3:18])[CH3:19])[CH:12]=[C:11]([F:21])[C:10]=1[C:4]1[S:3][C:2]([NH:1][C:23]2[CH:24]=[CH:25][C:26]([C:30]([OH:33])([CH3:31])[CH3:32])=[C:27]([CH3:29])[N:28]=2)=[C:6]([C:7]([NH2:9])=[O:8])[CH:5]=1, predict the reactants needed to synthesize it. The reactants are: [NH2:1][C:2]1[S:3][C:4]([C:10]2[C:15]([F:16])=[CH:14][C:13]([C:17]([OH:20])([CH3:19])[CH3:18])=[CH:12][C:11]=2[F:21])=[CH:5][C:6]=1[C:7]([NH2:9])=[O:8].Cl[C:23]1[N:28]=[C:27]([CH3:29])[C:26]([C:30]([OH:33])([CH3:32])[CH3:31])=[CH:25][CH:24]=1. (4) Given the product [Cl:26][C:27]1[CH:28]=[C:29]([CH2:30][N:7]2[C:2]([OH:1])=[C:3]([C:17]([NH:19][CH2:20][C:21]([OH:23])=[O:22])=[O:18])[C:4](=[O:16])[N:5]([CH2:9][C:10]3[CH:15]=[CH:14][CH:13]=[CH:12][CH:11]=3)[C:6]2=[O:8])[CH:32]=[CH:33][C:34]=1[Cl:35], predict the reactants needed to synthesize it. The reactants are: [OH:1][C:2]1[NH:7][C:6](=[O:8])[N:5]([CH2:9][C:10]2[CH:15]=[CH:14][CH:13]=[CH:12][CH:11]=2)[C:4](=[O:16])[C:3]=1[C:17]([NH:19][CH2:20][C:21]([O:23]CC)=[O:22])=[O:18].[Cl:26][C:27]1[CH:28]=[C:29]([CH:32]=[CH:33][C:34]=1[Cl:35])[CH2:30]Br.C(=O)([O-])[O-].[Na+].[Na+].Cl. (5) The reactants are: [C:1]([N:8]1[CH2:11][C:10](=[O:12])[CH2:9]1)([O:3][C:4]([CH3:7])([CH3:6])[CH3:5])=[O:2].[C:13]([C:16]1[CH:21]=[CH:20][CH:19]=[CH:18][CH:17]=1)#[C:14][CH3:15]. Given the product [CH3:15][C:14]1[C:10](=[O:12])[CH2:9][N:8]([C:1]([O:3][C:4]([CH3:7])([CH3:6])[CH3:5])=[O:2])[CH2:11][C:13]=1[C:16]1[CH:21]=[CH:20][CH:19]=[CH:18][CH:17]=1, predict the reactants needed to synthesize it.